From a dataset of Forward reaction prediction with 1.9M reactions from USPTO patents (1976-2016). Predict the product of the given reaction. (1) Given the reactants [NH2:1][CH:2]1[CH2:7][CH2:6][N:5]([CH2:8][C:9]2[CH:14]=[CH:13][CH:12]=[CH:11][CH:10]=2)[CH2:4][CH2:3]1.C(N(CC)CC)C.[F:22][C:23]([F:34])([F:33])[C:24](O[C:24](=[O:25])[C:23]([F:34])([F:33])[F:22])=[O:25], predict the reaction product. The product is: [F:22][C:23]([F:34])([F:33])[C:24]([NH:1][CH:2]1[CH2:7][CH2:6][N:5]([CH2:8][C:9]2[CH:14]=[CH:13][CH:12]=[CH:11][CH:10]=2)[CH2:4][CH2:3]1)=[O:25]. (2) Given the reactants C(OC(=O)/[C:7](/[C:27]#[N:28])=[CH:8]\[NH:9][C:10]1[S:11][CH:12]=[C:13]([C:20]2[CH:25]=[CH:24][C:23]([F:26])=[CH:22][CH:21]=2)[C:14]=1[C:15]([O:17]CC)=O)(C)(C)C.C(#N)C.C(O)(C(F)(F)F)=O, predict the reaction product. The product is: [F:26][C:23]1[CH:22]=[CH:21][C:20]([C:13]2[C:14]3[C:15](=[O:17])[C:7]([C:27]#[N:28])=[CH:8][NH:9][C:10]=3[S:11][CH:12]=2)=[CH:25][CH:24]=1. (3) Given the reactants [CH3:1][O:2][C:3](=[O:10])[C:4]1[CH2:5][CH2:6][CH2:7][CH2:8][CH:9]=1.[C:11](=[O:14])([O-])[O-].[K+].[K+].C(Br)[C:18]1[CH:23]=[CH:22][CH:21]=[CH:20][CH:19]=1.CC(C)=[O:27], predict the reaction product. The product is: [CH3:1][O:2][C:3](=[O:10])[C:4]1[CH:5]=[C:6]([OH:27])[CH:7]=[C:8]([O:14][CH2:11][C:18]2[CH:23]=[CH:22][CH:21]=[CH:20][CH:19]=2)[CH:9]=1. (4) The product is: [F:1][C:2]1[CH:7]=[CH:6][C:5]([C:8]2[N:9]=[C:10]3[C:15](=[N:16][CH:17]=2)[N:14]=[C:13]([S:18]([CH3:20])=[O:19])[NH:12][C:11]3=[O:46])=[CH:4][CH:3]=1. Given the reactants [F:1][C:2]1[CH:7]=[CH:6][C:5]([C:8]2[N:9]=[C:10]3[C:15](=[N:16][CH:17]=2)[N:14]=[C:13]([S:18]([CH3:20])=[O:19])[N:12]=[C:11]3NCC(F)(F)F)=[CH:4][CH:3]=1.FC1C=CC(C2N=C3C(=NC=2)N=C(SC)NC3=[O:46])=CC=1, predict the reaction product. (5) Given the reactants [C:9](O[C:9]([O:11][C:12]([CH3:15])([CH3:14])[CH3:13])=[O:10])([O:11][C:12]([CH3:15])([CH3:14])[CH3:13])=[O:10].[NH2:16][C:17]1[CH:22]=[CH:21][C:20]([Br:23])=[CH:19][C:18]=1[NH2:24], predict the reaction product. The product is: [Br:23][C:20]1[CH:21]=[CH:22][C:17]([NH:16][C:9](=[O:10])[O:11][C:12]([CH3:15])([CH3:14])[CH3:13])=[C:18]([NH:24][C:9](=[O:10])[O:11][C:12]([CH3:13])([CH3:14])[CH3:15])[CH:19]=1. (6) Given the reactants [CH:1]1[C:10]2[C:5](=[CH:6][CH:7]=[CH:8][CH:9]=2)[CH:4]=[CH:3][C:2]=1[CH2:11][O:12][CH2:13][C:14]1[O:18][N:17]=[C:16]([C:19]([O:21]CC)=[O:20])[CH:15]=1.C(O)C.[OH-].[K+], predict the reaction product. The product is: [CH:1]1[C:10]2[C:5](=[CH:6][CH:7]=[CH:8][CH:9]=2)[CH:4]=[CH:3][C:2]=1[CH2:11][O:12][CH2:13][C:14]1[O:18][N:17]=[C:16]([C:19]([OH:21])=[O:20])[CH:15]=1. (7) Given the reactants [NH2:1][C:2]1[C:3]([NH:19][C@H:20]([CH3:23])[CH2:21][OH:22])=[N:4][C:5]([S:9][CH2:10][C:11]2[CH:16]=[CH:15][CH:14]=[C:13]([F:17])[C:12]=2[F:18])=[N:6][C:7]=1[NH2:8].Cl.N=C[O:27][CH2:28][C:29](OC)=O.C([N:36](CC)C(C)C)(C)C, predict the reaction product. The product is: [NH2:36][C:29]1[C:28](=[O:27])[NH:8][C:7]2[N:6]=[C:5]([S:9][CH2:10][C:11]3[CH:16]=[CH:15][CH:14]=[C:13]([F:17])[C:12]=3[F:18])[N:4]=[C:3]([NH:19][C@H:20]([CH3:23])[CH2:21][OH:22])[C:2]=2[N:1]=1.